Dataset: Catalyst prediction with 721,799 reactions and 888 catalyst types from USPTO. Task: Predict which catalyst facilitates the given reaction. (1) Reactant: [CH2:1]([O:3][C:4](=[O:22])[C:5]([C:7]1[C:15]2[C:10](=[CH:11][CH:12]=[CH:13][CH:14]=2)[N:9]([CH3:16])[C:8]=1[C:17](OCC)=[O:18])=O)[CH3:2].O.[NH2:24][NH2:25]. Product: [CH3:16][N:9]1[C:10]2[CH:11]=[CH:12][CH:13]=[CH:14][C:15]=2[C:7]2[C:5]([C:4]([O:3][CH2:1][CH3:2])=[O:22])=[N:24][NH:25][C:17](=[O:18])[C:8]1=2. The catalyst class is: 52. (2) Reactant: [NH2:1][C:2]1[N:6]([CH3:7])[C:5](=[O:8])[C:4]([C:19]2[CH:24]=[CH:23][CH:22]=[C:21](Br)[CH:20]=2)([C:9]2[CH:14]=[CH:13][CH:12]=[C:11]([Si:15]([CH3:18])([CH3:17])[CH3:16])[CH:10]=2)[N:3]=1.[N:26]1[CH:31]=[C:30](B(O)O)[CH:29]=[N:28][CH:27]=1.C(=O)([O-])[O-].[K+].[K+]. The catalyst class is: 30. Product: [NH2:1][C:2]1[N:6]([CH3:7])[C:5](=[O:8])[C:4]([C:19]2[CH:24]=[CH:23][CH:22]=[C:21]([C:30]3[CH:31]=[N:26][CH:27]=[N:28][CH:29]=3)[CH:20]=2)([C:9]2[CH:14]=[CH:13][CH:12]=[C:11]([Si:15]([CH3:18])([CH3:17])[CH3:16])[CH:10]=2)[N:3]=1.